From a dataset of Catalyst prediction with 721,799 reactions and 888 catalyst types from USPTO. Predict which catalyst facilitates the given reaction. (1) Reactant: [OH:1][C@H:2]([CH3:15])[CH2:3][N:4]1[C:9](=[O:10])[CH:8]=[CH:7][C:6]([C:11]([O:13]C)=[O:12])=[CH:5]1.C1COCC1.[Li+].[OH-]. Product: [OH:1][C@H:2]([CH3:15])[CH2:3][N:4]1[C:9](=[O:10])[CH:8]=[CH:7][C:6]([C:11]([OH:13])=[O:12])=[CH:5]1. The catalyst class is: 5. (2) The catalyst class is: 19. Product: [CH3:1][S:2]([C:5]1[CH:6]=[C:7]([NH2:15])[CH:8]=[C:9]([C:11]([F:12])([F:14])[F:13])[CH:10]=1)(=[O:3])=[O:4]. Reactant: [CH3:1][S:2]([C:5]1[CH:10]=[C:9]([C:11]([F:14])([F:13])[F:12])[CH:8]=[C:7]([N+:15]([O-])=O)[CH:6]=1)(=[O:4])=[O:3]. (3) Reactant: FC1C=CC(N2[C:11](=[O:12])[C@H:10]([S:13][CH2:14][C:15]([C:17]3[CH:22]=[CH:21][C:20]([F:23])=[CH:19][CH:18]=3)=[O:16])[C@H:9]2[C:24]2[CH:44]=[CH:43][C:27]([O:28][CH2:29][C:30]([NH:32][C@H:33]([C:37]3[CH:42]=[CH:41][CH:40]=[CH:39][CH:38]=3)[C:34](O)=[O:35])=[O:31])=[CH:26][CH:25]=2)=CC=1.Cl.[NH2:46][C@H:47]([C:49]([O:51]C(C)(C)C)=[O:50])[CH3:48].CN(C(ON1N=[N:71][C:66]2[CH:67]=[CH:68][CH:69]=[CH:70][C:65]1=2)=[N+](C)C)C.[B-](F)(F)(F)[F:74]. Product: [F:74][C:69]1[CH:70]=[CH:65][C:66]([N:71]2[C:11](=[O:12])[C@H:10]([S:13][CH2:14][CH:15]([C:17]3[CH:22]=[CH:21][C:20]([F:23])=[CH:19][CH:18]=3)[OH:16])[C@H:9]2[C:24]2[CH:44]=[CH:43][C:27]([O:28][CH2:29][C:30]([NH:32][C@H:33]([C:37]3[CH:42]=[CH:41][CH:40]=[CH:39][CH:38]=3)[C:34]([NH:46][C@H:47]([C:49]([OH:51])=[O:50])[CH3:48])=[O:35])=[O:31])=[CH:26][CH:25]=2)=[CH:67][CH:68]=1. The catalyst class is: 2. (4) Reactant: [F:1][C:2]([C:5]1[O:9][N:8]=[C:7]([CH2:10]O)[CH:6]=1)([F:4])[CH3:3].S(Cl)([Cl:14])=O. Product: [Cl:14][CH2:10][C:7]1[CH:6]=[C:5]([C:2]([F:4])([F:1])[CH3:3])[O:9][N:8]=1. The catalyst class is: 4. (5) Reactant: [CH3:1][C@H:2]1[NH:7][CH2:6][CH2:5][N:4]([S:8]([C:11]2[CH:16]=[CH:15][C:14]([C:17]([F:20])([F:19])[F:18])=[CH:13][CH:12]=2)(=[O:10])=[O:9])[CH2:3]1.[CH3:21][C:22]1[N:27]=[CH:26][C:25]([C:28]([OH:30])=[O:29])=[CH:24][CH:23]=1.C1C=CC2N(O)N=NC=2C=1.O.CN(C(ON1N=NC2C=CC=CC1=2)=[N+](C)C)C.F[P-](F)(F)(F)(F)F.CCN(C(C)C)C(C)C. The catalyst class is: 3. Product: [CH:28]([OH:30])=[O:29].[CH3:1][C@@H:2]1[CH2:3][N:4]([S:8]([C:11]2[CH:12]=[CH:13][C:14]([C:17]([F:20])([F:18])[F:19])=[CH:15][CH:16]=2)(=[O:9])=[O:10])[CH2:5][CH2:6][N:7]1[C:28]([C:25]1[CH:26]=[N:27][C:22]([CH3:21])=[CH:23][CH:24]=1)=[O:29]. (6) Reactant: [Cl:1][C:2]1[CH:7]=[CH:6][C:5]([S:8][CH2:9][CH2:10][C:11]([O:13][CH3:14])=[O:12])=[C:4]([NH:15][S:16]([C:19]2[CH:24]=[CH:23][C:22]([Cl:25])=[CH:21][C:20]=2[F:26])(=[O:18])=[O:17])[CH:3]=1.C1C=C(Cl)C=C(C(OO)=[O:35])C=1. Product: [Cl:1][C:2]1[CH:7]=[CH:6][C:5]([S:8]([CH2:9][CH2:10][C:11]([O:13][CH3:14])=[O:12])=[O:35])=[C:4]([NH:15][S:16]([C:19]2[CH:24]=[CH:23][C:22]([Cl:25])=[CH:21][C:20]=2[F:26])(=[O:18])=[O:17])[CH:3]=1. The catalyst class is: 2. (7) Reactant: [Br:1][C:2]1[CH:3]=[CH:4][C:5]([O:8][C:9]2[CH:16]=[CH:15][C:12]([CH:13]=O)=[CH:11][CH:10]=2)=[N:6][CH:7]=1.[CH2:17]([NH2:22])[CH2:18][CH:19]([CH3:21])[CH3:20].C(O[BH-](OC(=O)C)OC(=O)C)(=O)C.[Na+]. Product: [Br:1][C:2]1[CH:3]=[CH:4][C:5]([O:8][C:9]2[CH:16]=[CH:15][C:12]([CH2:13][NH:22][CH2:17][CH2:18][CH:19]([CH3:21])[CH3:20])=[CH:11][CH:10]=2)=[N:6][CH:7]=1. The catalyst class is: 4. (8) Reactant: [CH2:1]([NH:3][C:4](=[O:43])[NH:5][C:6]1[N:11]=[CH:10][C:9]([C:12]2[CH:13]=[C:14]3[C:19](=[CH:20][CH:21]=2)[N:18]([CH2:22][C@@H:23]2[CH2:27][CH2:26][NH:25][CH2:24]2)[CH:17]=[C:16]([C:28]([O:30][CH2:31][CH3:32])=[O:29])[C:15]3=[O:33])=[C:8]([C:34]2[S:35][CH:36]=[C:37]([C:39]([F:42])([F:41])[F:40])[N:38]=2)[CH:7]=1)[CH3:2].Cl.O.[N:46]1([CH2:52][CH:53]=O)[CH2:51][CH2:50][O:49][CH2:48][CH2:47]1.C([BH3-])#N. Product: [CH2:1]([NH:3][C:4](=[O:43])[NH:5][C:6]1[N:11]=[CH:10][C:9]([C:12]2[CH:13]=[C:14]3[C:19](=[CH:20][CH:21]=2)[N:18]([CH2:22][C@@H:23]2[CH2:27][CH2:26][N:25]([CH2:53][CH2:52][N:46]4[CH2:51][CH2:50][O:49][CH2:48][CH2:47]4)[CH2:24]2)[CH:17]=[C:16]([C:28]([O:30][CH2:31][CH3:32])=[O:29])[C:15]3=[O:33])=[C:8]([C:34]2[S:35][CH:36]=[C:37]([C:39]([F:42])([F:41])[F:40])[N:38]=2)[CH:7]=1)[CH3:2]. The catalyst class is: 5.